From a dataset of Catalyst prediction with 721,799 reactions and 888 catalyst types from USPTO. Predict which catalyst facilitates the given reaction. (1) Reactant: C[O:2][C:3]([C@H:5]1[CH2:10][CH2:9][C@H:8]([O:11][C:12]2[CH:17]=[CH:16][C:15]([F:18])=[CH:14][N:13]=2)[CH2:7][CH2:6]1)=O.O.[NH2:20][NH2:21]. Product: [F:18][C:15]1[CH:16]=[CH:17][C:12]([O:11][C@H:8]2[CH2:9][CH2:10][C@H:5]([C:3]([NH:20][NH2:21])=[O:2])[CH2:6][CH2:7]2)=[N:13][CH:14]=1. The catalyst class is: 51. (2) Reactant: C(OC([N:8]1[C:12]2[CH:13]=[CH:14][CH:15]=[CH:16][C:11]=2[N:10]=[C:9]1[CH2:17][N:18]([CH2:27][C:28]1[CH:33]=[CH:32][C:31]([C:34]#[N:35])=[CH:30][C:29]=1[C:36](OC)=[O:37])[CH:19]([C:21]1[CH:26]=[CH:25][CH:24]=[CH:23][N:22]=1)[CH3:20])=O)(C)(C)C.[H-].[H-].[H-].[H-].[Li+].[Al+3].C(C(C(C([O-])=O)O)O)([O-])=O. Product: [NH2:35][CH2:34][C:31]1[CH:32]=[CH:33][C:28]([CH2:27][N:18]([CH2:17][C:9]2[NH:8][C:12]3[CH:13]=[CH:14][CH:15]=[CH:16][C:11]=3[N:10]=2)[CH:19]([C:21]2[CH:26]=[CH:25][CH:24]=[CH:23][N:22]=2)[CH3:20])=[C:29]([CH2:36][OH:37])[CH:30]=1. The catalyst class is: 1.